From a dataset of Reaction yield outcomes from USPTO patents with 853,638 reactions. Predict the reaction yield, written as a fraction of the theoretical maximum amount of product (1.0 means a 100% yield; for example, 0.34 means a 34% yield). (1) The reactants are [Cl:1][C:2]1[C:3](C(O)=O)=[N:4][C:5]([S:8]([CH3:11])(=[O:10])=[O:9])=[N:6][CH:7]=1.C(=O)=O. The catalyst is C1(OC)C=CC=CC=1. The product is [Cl:1][C:2]1[CH:3]=[N:4][C:5]([S:8]([CH3:11])(=[O:9])=[O:10])=[N:6][CH:7]=1. The yield is 0.880. (2) The yield is 0.870. The reactants are Br[C:2]1[CH:3]=[N:4][CH:5]=[C:6]([N+:9]([O-:11])=[O:10])[C:7]=1[NH2:8].[N:12]1[CH:17]=[CH:16][CH:15]=[C:14](B(O)O)[CH:13]=1.C([O-])([O-])=O.[Na+].[Na+]. The catalyst is Cl[Pd](Cl)([P](C1C=CC=CC=1)(C1C=CC=CC=1)C1C=CC=CC=1)[P](C1C=CC=CC=1)(C1C=CC=CC=1)C1C=CC=CC=1.O1CCOCC1. The product is [N+:9]([C:6]1[C:7]([NH2:8])=[C:2]([C:14]2[CH:13]=[N:12][CH:17]=[CH:16][CH:15]=2)[CH:3]=[N:4][CH:5]=1)([O-:11])=[O:10]. (3) The reactants are [C:9](O[C:9]([O:11][C:12]([CH3:15])([CH3:14])[CH3:13])=[O:10])([O:11][C:12]([CH3:15])([CH3:14])[CH3:13])=[O:10].C([N:23]1[CH:27]([CH3:28])[CH2:26][C:25](=[O:29])[CH2:24]1)C1C=CC=CC=1.[H][H]. The catalyst is C(OCC)(=O)C.[OH-].[Pd+2].[OH-]. The product is [C:9]([N:23]1[CH:27]([CH3:28])[CH2:26][C:25](=[O:29])[CH2:24]1)([O:11][C:12]([CH3:13])([CH3:14])[CH3:15])=[O:10]. The yield is 0.540. (4) The reactants are I[C@@H:2]1[CH2:19][CH2:18][C@@:17]2([CH3:20])[C@@H:4]([CH2:5][CH2:6][C@@H:7]3[C@@H:16]2[CH2:15][CH2:14][C@@:12]2([CH3:13])[C@H:8]3[CH2:9][CH2:10][CH2:11]2)[CH2:3]1.[N-:21]=[N+:22]=[N-:23].[Na+].O. The catalyst is CN(C=O)C. The product is [N:21]([C@H:2]1[CH2:19][CH2:18][C@@:17]2([CH3:20])[C@@H:4]([CH2:5][CH2:6][C@@H:7]3[C@@H:16]2[CH2:15][CH2:14][C@@:12]2([CH3:13])[C@H:8]3[CH2:9][CH2:10][CH2:11]2)[CH2:3]1)=[N+:22]=[N-:23]. The yield is 0.740. (5) The reactants are [CH:1]1([CH2:6][C@H:7]([CH2:24][C:25](=[O:35])[NH:26][O:27]CC2C=CC=CC=2)[C:8]([N:10]2[C@H:14]([C:15]([NH:17][C:18]3[CH:23]=[CH:22][CH:21]=[CH:20][CH:19]=3)=[O:16])[CH2:13][CH:12]=[N:11]2)=[O:9])[CH2:5][CH2:4][CH2:3][CH2:2]1. The catalyst is CO.[OH-].[OH-].[Pd+2]. The product is [CH:1]1([CH2:6][C@H:7]([CH2:24][C:25]([NH:26][OH:27])=[O:35])[C:8]([N:10]2[C@H:14]([C:15]([NH:17][C:18]3[CH:23]=[CH:22][CH:21]=[CH:20][CH:19]=3)=[O:16])[CH2:13][CH:12]=[N:11]2)=[O:9])[CH2:2][CH2:3][CH2:4][CH2:5]1. The yield is 0.660. (6) The reactants are CO.[H-].[Na+].[C:5]([O:12][CH3:13])(=[O:11])[CH2:6][C:7]([O:9][CH3:10])=[O:8].Br[CH2:15][C:16]1[CH:21]=[CH:20][CH:19]=[C:18]([N+:22]([O-:24])=[O:23])[C:17]=1[CH2:25]Br. The catalyst is CCOCC. The product is [CH3:10][O:9][C:7]([C:6]1([C:5]([O:12][CH3:13])=[O:11])[CH2:25][C:17]2[C:16](=[CH:21][CH:20]=[CH:19][C:18]=2[N+:22]([O-:24])=[O:23])[CH2:15]1)=[O:8]. The yield is 0.670. (7) The reactants are [Br:1][C:2]1[CH:3]=[C:4]([C:9]2[C:13]([CH2:14][CH2:15][C:16]([OH:18])=[O:17])=[CH:12][O:11][N:10]=2)[CH:5]=[CH:6][C:7]=1[F:8].S(=O)(=O)(O)O.[CH3:24]O. No catalyst specified. The product is [Br:1][C:2]1[CH:3]=[C:4]([C:9]2[C:13]([CH2:14][CH2:15][C:16]([O:18][CH3:24])=[O:17])=[CH:12][O:11][N:10]=2)[CH:5]=[CH:6][C:7]=1[F:8]. The yield is 0.950. (8) The reactants are [Br:1][C:2]1[CH:7]=[CH:6][C:5]([C:8](=[O:10])[CH3:9])=[C:4]([OH:11])[CH:3]=1.[H-].[Na+].Br[CH2:15][C:16]([O:18][CH3:19])=[O:17]. The catalyst is CN(C=O)C.C(OCC)(=O)C. The product is [C:8]([C:5]1[CH:6]=[CH:7][C:2]([Br:1])=[CH:3][C:4]=1[O:11][CH2:15][C:16]([O:18][CH3:19])=[O:17])(=[O:10])[CH3:9]. The yield is 0.820. (9) The reactants are [C:1](#[N:8])[C:2]1[CH:7]=[CH:6][CH:5]=[CH:4][CH:3]=1.[CH3:9][C:10]1[CH:11]=[C:12]([CH:14]=[CH:15][C:16]=1[CH3:17])[NH2:13]. No catalyst specified. The product is [CH3:9][C:10]1[CH:11]=[C:12]([NH:13][C:1]([C:2]2[CH:7]=[CH:6][CH:5]=[CH:4][CH:3]=2)=[NH:8])[CH:14]=[CH:15][C:16]=1[CH3:17]. The yield is 0.778. (10) The reactants are [CH3:1][C:2]1[C:8]([CH3:9])=[C:7](O)[C:6]([CH3:11])=[CH:5][C:3]=1[OH:4].[C:12](=[O:15])([O-])[O-].[Cs+].[Cs+].[CH2:18](Br)[C:19]1[CH:24]=[CH:23][CH:22]=[CH:21][CH:20]=1. The catalyst is CN(C=O)C. The product is [CH2:18]([O:4][C:3]1[CH:5]=[C:6]([CH3:11])[C:7]([O:15][CH2:12][C:2]2[CH:8]=[CH:7][CH:6]=[CH:5][CH:3]=2)=[C:8]([CH3:9])[C:2]=1[CH3:1])[C:19]1[CH:24]=[CH:23][CH:22]=[CH:21][CH:20]=1. The yield is 0.860.